This data is from Full USPTO retrosynthesis dataset with 1.9M reactions from patents (1976-2016). The task is: Predict the reactants needed to synthesize the given product. Given the product [NH2:1][C:4]1[CH:5]=[C:6]([N:15]2[CH2:16][CH2:17][N:18]([C:21]([C:23]3[CH:28]=[CH:27][CH:26]=[CH:25][CH:24]=3)=[O:22])[CH2:19][CH2:20]2)[CH:7]=[CH:8][C:9]=1[O:10][C:11]([F:12])([F:13])[F:14], predict the reactants needed to synthesize it. The reactants are: [N+:1]([C:4]1[CH:5]=[C:6]([N:15]2[CH2:20][CH2:19][N:18]([C:21]([C:23]3[CH:28]=[CH:27][CH:26]=[CH:25][CH:24]=3)=[O:22])[CH2:17][CH2:16]2)[CH:7]=[CH:8][C:9]=1[O:10][C:11]([F:14])([F:13])[F:12])([O-])=O.